This data is from Reaction yield outcomes from USPTO patents with 853,638 reactions. The task is: Predict the reaction yield, written as a fraction of the theoretical maximum amount of product (1.0 means a 100% yield; for example, 0.34 means a 34% yield). (1) The reactants are [CH3:1][O:2][C:3]([C:5]1[N:6]([CH2:26]COS(C2C=CC(C)=CC=2)(=O)=O)[C:7]2[C:12]([C:13]=1[C:14]1[CH:19]=[CH:18][C:17]([O:20][CH3:21])=[CH:16][CH:15]=1)=[CH:11][C:10]([O:22][CH3:23])=[C:9]([O:24][CH3:25])[CH:8]=2)=[O:4].[CH3:39][N:40]1[CH2:45][CH2:44][NH:43][CH2:42][CH2:41]1.[ClH:46].[C:47](#N)C. The catalyst is C(OCC)C. The product is [ClH:46].[ClH:46].[CH3:1][O:2][C:3]([C:5]1[N:6]([CH2:26][CH2:39][N:40]2[CH2:45][CH2:44][N:43]([CH3:47])[CH2:42][CH2:41]2)[C:7]2[C:12]([C:13]=1[C:14]1[CH:15]=[CH:16][C:17]([O:20][CH3:21])=[CH:18][CH:19]=1)=[CH:11][C:10]([O:22][CH3:23])=[C:9]([O:24][CH3:25])[CH:8]=2)=[O:4]. The yield is 0.480. (2) The yield is 0.860. The catalyst is CCO.O. The reactants are [NH2:1][C:2]1[C:7]([C:8]([C:10]2[CH:11]=[N:12][C:13](F)=[CH:14][CH:15]=2)=[O:9])=[CH:6][C:5]([Br:17])=[CH:4][N:3]=1.[CH3:18][O:19][CH2:20][CH2:21][NH2:22].C(N(CC)CC)C. The product is [NH2:1][C:2]1[C:7]([C:8]([C:10]2[CH:11]=[N:12][C:13]([NH:22][CH2:21][CH2:20][O:19][CH3:18])=[CH:14][CH:15]=2)=[O:9])=[CH:6][C:5]([Br:17])=[CH:4][N:3]=1.